From a dataset of Full USPTO retrosynthesis dataset with 1.9M reactions from patents (1976-2016). Predict the reactants needed to synthesize the given product. (1) Given the product [CH:1]1([CH2:4][S:5]([C:6]2[C:7]([CH3:19])=[C:8]([CH:12]=[CH:13][C:14]=2[S:15]([CH3:18])(=[O:17])=[O:16])[C:9]([OH:11])=[O:10])(=[O:25])=[O:22])[CH2:3][CH2:2]1, predict the reactants needed to synthesize it. The reactants are: [CH:1]1([CH2:4][S:5][C:6]2[C:7]([CH3:19])=[C:8]([CH:12]=[CH:13][C:14]=2[S:15]([CH3:18])(=[O:17])=[O:16])[C:9]([OH:11])=[O:10])[CH2:3][CH2:2]1.OO.[OH2:22].C(O)(=[O:25])C. (2) Given the product [CH2:1]([N:5]1[C:9]([CH2:10][N:32]2[CH2:33][CH2:34][CH2:35][CH2:36][CH:31]2[C:28]2[CH:27]=[CH:26][C:25]([O:24][CH3:23])=[CH:30][CH:29]=2)=[C:8]([Cl:12])[N:7]=[C:6]1[C:13]1[C:21]([CH3:22])=[CH:20][CH:19]=[C:18]2[C:14]=1[CH:15]=[N:16][NH:17]2)[CH2:2][CH2:3][CH3:4], predict the reactants needed to synthesize it. The reactants are: [CH2:1]([N:5]1[C:9]([CH:10]=O)=[C:8]([Cl:12])[N:7]=[C:6]1[C:13]1[C:21]([CH3:22])=[CH:20][CH:19]=[C:18]2[C:14]=1[CH:15]=[N:16][NH:17]2)[CH2:2][CH2:3][CH3:4].[CH3:23][O:24][C:25]1[CH:30]=[CH:29][C:28]([CH:31]2[CH2:36][CH2:35][CH2:34][CH2:33][NH:32]2)=[CH:27][CH:26]=1. (3) Given the product [C:1]([CH:3]1[CH2:6][N:5]([C:7](=[O:42])[C@H:8]([NH:10][C:11]([C:13]2[C:21]3[C:16](=[N:17][CH:18]=[C:19]([C:22]4[N:23]=[C:24]([S:55]([CH3:43])(=[O:58])=[O:54])[N:25]5[CH:30]=[C:29]([F:31])[CH:28]=[CH:27][C:26]=45)[N:20]=3)[N:15]([CH2:34][O:35][CH2:36][CH2:37][Si:38]([CH3:39])([CH3:41])[CH3:40])[CH:14]=2)=[O:12])[CH3:9])[CH2:4]1)#[N:2], predict the reactants needed to synthesize it. The reactants are: [C:1]([CH:3]1[CH2:6][N:5]([C:7](=[O:42])[C@H:8]([NH:10][C:11]([C:13]2[C:21]3[C:16](=[N:17][CH:18]=[C:19]([C:22]4[N:23]=[C:24](SC)[N:25]5[CH:30]=[C:29]([F:31])[CH:28]=[CH:27][C:26]=45)[N:20]=3)[N:15]([CH2:34][O:35][CH2:36][CH2:37][Si:38]([CH3:41])([CH3:40])[CH3:39])[CH:14]=2)=[O:12])[CH3:9])[CH2:4]1)#[N:2].[CH:43]1C=C(Cl)C=C(C(OO)=O)C=1.[O-:54][S:55]([O-:58])(=S)=O.[Na+].[Na+]. (4) The reactants are: Cl.Cl.N[C:4]1[C:9](O)=[CH:8][C:7]([OH:11])=[C:6]([NH2:12])[CH:5]=1.[C:13](Cl)(=[O:23])[C:14]1[CH:22]=[CH:21][C:17]([C:18](Cl)=O)=[CH:16][CH:15]=1. Given the product [C:14]1([C:13]2[O:23][C:5]3[CH:4]=[CH:9][CH:8]=[CH:7][C:6]=3[N:12]=2)[CH:22]=[CH:21][C:17]([C:18]2[O:11][C:7]3[CH:8]=[CH:9][CH:4]=[CH:5][C:6]=3[N:12]=2)=[CH:16][CH:15]=1, predict the reactants needed to synthesize it. (5) Given the product [Cl:1][C:2]1[CH:9]=[C:8]([O:10][CH3:12])[CH:7]=[C:6]([Cl:11])[C:3]=1[CH:4]=[O:5], predict the reactants needed to synthesize it. The reactants are: [Cl:1][C:2]1[CH:9]=[C:8]([OH:10])[CH:7]=[C:6]([Cl:11])[C:3]=1[CH:4]=[O:5].[C:12](=O)([O-])[O-].[K+].[K+].IC. (6) Given the product [Cl:4][C:1]([N:34]1[CH2:33][C:32]2[CH:38]=[C:28]([C:25]3[CH:26]=[CH:27][C:14]4[N:13]=[CH:12][N:16]([C:17]([O:19][C:20]([CH3:22])([CH3:21])[CH3:23])=[O:18])[C:15]=4[CH:24]=3)[CH:29]=[CH:30][C:31]=2[O:37][CH2:36][CH2:35]1)=[O:2], predict the reactants needed to synthesize it. The reactants are: [C:1]([Cl:4])(Cl)=[O:2].N1C=CC=CC=1.C[C:12]1[N:16]([C:17]([O:19][C:20]([CH3:23])([CH3:22])[CH3:21])=[O:18])[C:15]2[CH:24]=[C:25]([C:28]3[CH:29]=[CH:30][C:31]4[O:37][CH2:36][CH2:35][NH:34][CH2:33][C:32]=4[CH:38]=3)[CH:26]=[CH:27][C:14]=2[N:13]=1. (7) The reactants are: [Br:1][C:2]1[CH:7]=[CH:6][CH:5]=[CH:4][C:3]=1[CH:8]1[CH2:12][CH2:11][CH2:10][NH:9]1.[C:13](O[C:13]([O:15][C:16]([CH3:19])([CH3:18])[CH3:17])=[O:14])([O:15][C:16]([CH3:19])([CH3:18])[CH3:17])=[O:14]. Given the product [Br:1][C:2]1[CH:7]=[CH:6][CH:5]=[CH:4][C:3]=1[CH:8]1[CH2:12][CH2:11][CH2:10][N:9]1[C:13]([O:15][C:16]([CH3:19])([CH3:18])[CH3:17])=[O:14], predict the reactants needed to synthesize it.